The task is: Predict the reactants needed to synthesize the given product.. This data is from Full USPTO retrosynthesis dataset with 1.9M reactions from patents (1976-2016). Given the product [CH2:21]([O:20][C:18](=[O:19])[CH2:17][C:2]1([NH:1][C:38]([NH:37][C:34]2[CH:35]=[CH:36][C:31]([CH2:23][CH2:24][CH2:25][CH2:26][CH2:27][CH2:28][CH2:29][CH3:30])=[CH:32][CH:33]=2)=[O:39])[CH2:6][CH2:5][N:4]([C:7]([O:9][CH2:10][C:11]2[CH:12]=[CH:13][CH:14]=[CH:15][CH:16]=2)=[O:8])[CH2:3]1)[CH3:22], predict the reactants needed to synthesize it. The reactants are: [NH2:1][C:2]1([CH2:17][C:18]([O:20][CH2:21][CH3:22])=[O:19])[CH2:6][CH2:5][N:4]([C:7]([O:9][CH2:10][C:11]2[CH:16]=[CH:15][CH:14]=[CH:13][CH:12]=2)=[O:8])[CH2:3]1.[CH2:23]([C:31]1[CH:36]=[CH:35][C:34]([N:37]=[C:38]=[O:39])=[CH:33][CH:32]=1)[CH2:24][CH2:25][CH2:26][CH2:27][CH2:28][CH2:29][CH3:30].C(N(CC)CC)C.